From a dataset of Catalyst prediction with 721,799 reactions and 888 catalyst types from USPTO. Predict which catalyst facilitates the given reaction. Reactant: [CH2:1]([O:8][C:9]1[CH:14]=[C:13]([CH3:15])[C:12]([C:16]2[C:17](=[O:23])[CH2:18][CH2:19][C:20]=2[O:21][CH3:22])=[C:11]([CH3:24])[CH:10]=1)[C:2]1[CH:7]=[CH:6][CH:5]=[CH:4][CH:3]=1.C([N-]C(C)C)(C)C.[Li+].[O:33]1[CH2:38][CH2:37][CH:36]([CH:39]=O)[CH2:35][CH2:34]1.CC(C)([O-])C.[K+]. Product: [CH2:1]([O:8][C:9]1[CH:14]=[C:13]([CH3:15])[C:12]([C:16]2[C:17](=[O:23])[C:18](=[CH:39][CH:36]3[CH2:37][CH2:38][O:33][CH2:34][CH2:35]3)[CH2:19][C:20]=2[O:21][CH3:22])=[C:11]([CH3:24])[CH:10]=1)[C:2]1[CH:3]=[CH:4][CH:5]=[CH:6][CH:7]=1. The catalyst class is: 1.